This data is from Full USPTO retrosynthesis dataset with 1.9M reactions from patents (1976-2016). The task is: Predict the reactants needed to synthesize the given product. (1) Given the product [C:19]12([C:29](=[O:41])[CH2:30][O:31][C:32]3[CH:40]=[CH:39][C:35]([C:36]([NH:46][C:42]([CH3:45])([CH3:44])[CH3:43])=[O:37])=[CH:34][CH:33]=3)[CH2:28][CH:23]3[CH2:22][CH:21]([CH2:27][CH:25]([CH2:24]3)[CH2:26]1)[CH2:20]2, predict the reactants needed to synthesize it. The reactants are: CCN=C=NCCCN(C)C.CCN(CC)CC.[C:19]12([C:29](=[O:41])[CH2:30][O:31][C:32]3[CH:40]=[CH:39][C:35]([C:36](O)=[O:37])=[CH:34][CH:33]=3)[CH2:28][CH:23]3[CH2:24][CH:25]([CH2:27][CH:21]([CH2:22]3)[CH2:20]1)[CH2:26]2.[C:42]([NH2:46])([CH3:45])([CH3:44])[CH3:43]. (2) Given the product [OH:1][CH:2]([C:6]1[CH:7]=[CH:8][C:9]([C:12]2[N:16]=[C:15]([C:17]3[C:21]([C:22]([F:23])([F:25])[F:24])=[C:20]([C:26]4[CH:27]=[CH:28][CH:29]=[CH:30][CH:31]=4)[O:19][N:18]=3)[O:14][N:13]=2)=[CH:10][CH:11]=1)[C:3]([NH:32][CH2:33][C:34]([NH:36][CH3:37])=[O:35])=[O:4], predict the reactants needed to synthesize it. The reactants are: [OH:1][CH:2]([C:6]1[CH:11]=[CH:10][C:9]([C:12]2[N:16]=[C:15]([C:17]3[C:21]([C:22]([F:25])([F:24])[F:23])=[C:20]([C:26]4[CH:31]=[CH:30][CH:29]=[CH:28][CH:27]=4)[O:19][N:18]=3)[O:14][N:13]=2)=[CH:8][CH:7]=1)[C:3](O)=[O:4].[NH2:32][CH2:33][C:34]([NH:36][CH3:37])=[O:35].CN(C(ON1N=NC2C=CC=NC1=2)=[N+](C)C)C.F[P-](F)(F)(F)(F)F.CN1CCOCC1. (3) Given the product [C:24]([C:23]1[CH:22]=[C:21]([C:4]2[CH:15]=[C:14]([C:16]([F:19])([F:18])[F:17])[CH:13]=[CH:12][C:5]=2[O:6][C@@H:7]([CH3:11])[C:8]([OH:10])=[O:9])[CH:28]=[CH:27][CH:26]=1)#[N:25], predict the reactants needed to synthesize it. The reactants are: B([C:4]1[CH:15]=[C:14]([C:16]([F:19])([F:18])[F:17])[CH:13]=[CH:12][C:5]=1[O:6][C@@H:7]([CH3:11])[C:8]([OH:10])=[O:9])(O)O.Br[C:21]1[CH:22]=[C:23]([CH:26]=[CH:27][CH:28]=1)[C:24]#[N:25]. (4) Given the product [F:11][C:9]1[CH:10]=[C:2]2[C:3]([C:4](=[O:6])[N:22]([CH:23]3[CH2:28][CH2:27][C:26](=[O:29])[NH:25][C:24]3=[O:30])[C:15]([CH3:16])=[N:1]2)=[CH:7][CH:8]=1, predict the reactants needed to synthesize it. The reactants are: [NH2:1][C:2]1[CH:10]=[C:9]([F:11])[CH:8]=[CH:7][C:3]=1[C:4]([OH:6])=O.N1[CH:16]=[CH:15]N=C1.C(Cl)(=O)C.Cl.[NH2:22][CH:23]1[CH2:28][CH2:27][C:26](=[O:29])[NH:25][C:24]1=[O:30].P(OC1C=CC=CC=1)(OC1C=CC=CC=1)OC1C=CC=CC=1. (5) Given the product [C:32]([CH:31]([CH2:46][CH2:47][CH3:48])[C:29]([C:24]1[CH:23]=[C:22]([C:49]#[N:50])[C:21]([N:18]2[CH2:19][CH2:20][CH:15]([C:13]([OH:14])=[O:12])[CH2:16][CH2:17]2)=[N:26][C:25]=1[S:27][CH3:28])=[O:30])([OH:34])=[O:33], predict the reactants needed to synthesize it. The reactants are: C(O)(C(F)(F)F)=O.C([O:12][C:13]([CH:15]1[CH2:20][CH2:19][N:18]([C:21]2[N:26]=[C:25]([S:27][CH3:28])[C:24]([C:29]([C:31]([CH2:46][CH2:47][CH3:48])(C(OC(C)(C)C)=O)[C:32]([O:34]C(C)(C)C)=[O:33])=[O:30])=[CH:23][C:22]=2[C:49]#[N:50])[CH2:17][CH2:16]1)=[O:14])(C)(C)C.